Dataset: TCR-epitope binding with 47,182 pairs between 192 epitopes and 23,139 TCRs. Task: Binary Classification. Given a T-cell receptor sequence (or CDR3 region) and an epitope sequence, predict whether binding occurs between them. (1) The epitope is ILKEPVHGV. The TCR CDR3 sequence is CASSLGQGSYEQYF. Result: 0 (the TCR does not bind to the epitope). (2) The epitope is LEPLVDLPI. The TCR CDR3 sequence is CASSDRGGRNTDTQYF. Result: 1 (the TCR binds to the epitope). (3) The epitope is KTWGQYWQV. The TCR CDR3 sequence is CASSYTPGGISNQPQHF. Result: 0 (the TCR does not bind to the epitope). (4) Result: 0 (the TCR does not bind to the epitope). The epitope is GLIYNRMGAVTTEV. The TCR CDR3 sequence is CASSPGAGGPLETQYF. (5) The TCR CDR3 sequence is CASSRTVGPEGNIQYF. Result: 1 (the TCR binds to the epitope). The epitope is TLIGDCATV. (6) The epitope is KLPDDFTGCV. The TCR CDR3 sequence is CASSQDSQGSTDTQYF. Result: 0 (the TCR does not bind to the epitope). (7) The epitope is ALSKGVHFV. The TCR CDR3 sequence is CASSLDGAGWNYGYTF. Result: 0 (the TCR does not bind to the epitope). (8) The epitope is TEILPVSMTK. The TCR CDR3 sequence is CASSLAVLNYEQYF. Result: 0 (the TCR does not bind to the epitope).